The task is: Predict the reaction yield, written as a fraction of the theoretical maximum amount of product (1.0 means a 100% yield; for example, 0.34 means a 34% yield).. This data is from Reaction yield outcomes from USPTO patents with 853,638 reactions. (1) The reactants are N.O1CCOCC1.[Br:8][C:9]1[CH:10]=[C:11]2[C:15](=[C:16]([C:18](O)=[O:19])[CH:17]=1)[NH:14][CH:13]=[C:12]2[CH:21]1[CH2:26][CH2:25][S:24](=[O:28])(=[O:27])[CH2:23][CH2:22]1.C1C=CC2N(O)N=[N:35]C=2C=1.CCN=C=NCCCN(C)C.Cl. The catalyst is CN(C=O)C.O.CCOC(C)=O. The product is [Br:8][C:9]1[CH:10]=[C:11]2[C:15](=[C:16]([C:18]([NH2:35])=[O:19])[CH:17]=1)[NH:14][CH:13]=[C:12]2[CH:21]1[CH2:26][CH2:25][S:24](=[O:28])(=[O:27])[CH2:23][CH2:22]1. The yield is 0.960. (2) The reactants are [CH2:1]([C:5]1=[CH:6][N:7]([C:22]([CH3:25])([CH3:24])[CH3:23])[S:8]/[C:9]/1=[N:10]\[C:11](=[O:21])[C:12]1[CH:17]=[C:16](I)[CH:15]=[CH:14][C:13]=1[O:19][CH3:20])[CH2:2][CH2:3][CH3:4].[C:26]([Si:28]([CH3:31])([CH3:30])[CH3:29])#[CH:27].C(N(CC)CC)C. The catalyst is CN(C=O)C.O.Cl[Pd](Cl)([P](C1C=CC=CC=1)(C1C=CC=CC=1)C1C=CC=CC=1)[P](C1C=CC=CC=1)(C1C=CC=CC=1)C1C=CC=CC=1.[Cu]I. The product is [CH2:1]([C:5]1=[CH:6][N:7]([C:22]([CH3:25])([CH3:24])[CH3:23])[S:8]/[C:9]/1=[N:10]\[C:11](=[O:21])[C:12]1[CH:17]=[C:16]([C:27]#[C:26][Si:28]([CH3:31])([CH3:30])[CH3:29])[CH:15]=[CH:14][C:13]=1[O:19][CH3:20])[CH2:2][CH2:3][CH3:4]. The yield is 0.970. (3) The reactants are [Br:1][C:2]1[CH:7]=[CH:6][C:5]([C@H:8]([NH:10][C:11](=[O:16])[C:12]([CH3:15])([CH3:14])[CH3:13])[CH3:9])=[CH:4][CH:3]=1.C1([Li])C=CC=CC=1.[CH2:24]=[O:25].O. The catalyst is O1CCCC1. The product is [Br:1][C:2]1[CH:3]=[CH:4][C:5]([C@H:8]([NH:10][C:11](=[O:16])[C:12]([CH3:15])([CH3:14])[CH3:13])[CH3:9])=[C:6]([CH:7]=1)[CH2:24][OH:25]. The yield is 0.669.